Dataset: Catalyst prediction with 721,799 reactions and 888 catalyst types from USPTO. Task: Predict which catalyst facilitates the given reaction. Reactant: [Br:1][C:2]1[C:3]([Cl:13])=[CH:4][C:5]([OH:12])=[C:6]([CH:11]=1)[C:7](OC)=[O:8].[NH3:14]. Product: [Br:1][C:2]1[C:3]([Cl:13])=[CH:4][C:5]([OH:12])=[C:6]([CH:11]=1)[C:7]([NH2:14])=[O:8]. The catalyst class is: 5.